Task: Regression. Given two drug SMILES strings and cell line genomic features, predict the synergy score measuring deviation from expected non-interaction effect.. Dataset: NCI-60 drug combinations with 297,098 pairs across 59 cell lines (1) Drug 1: CN(C)C(=N)N=C(N)N. Drug 2: CC(C)(C#N)C1=CC=C(C=C1)N2C3=C4C=C(C=CC4=NC=C3N(C2=O)C)C5=CC6=CC=CC=C6N=C5. Cell line: NCI-H460. Synergy scores: CSS=45.2, Synergy_ZIP=2.58, Synergy_Bliss=0.391, Synergy_Loewe=-25.7, Synergy_HSA=2.63. (2) Drug 1: C1CN1C2=NC(=NC(=N2)N3CC3)N4CC4. Drug 2: B(C(CC(C)C)NC(=O)C(CC1=CC=CC=C1)NC(=O)C2=NC=CN=C2)(O)O. Cell line: SK-MEL-28. Synergy scores: CSS=49.2, Synergy_ZIP=-3.27, Synergy_Bliss=-0.911, Synergy_Loewe=-2.56, Synergy_HSA=-0.180.